Dataset: Full USPTO retrosynthesis dataset with 1.9M reactions from patents (1976-2016). Task: Predict the reactants needed to synthesize the given product. (1) Given the product [CH:32]1[C:33]2[C:28](=[CH:27][C:26]3[C:21]([C:20]=2[C:18]([N:15]2[CH2:14][CH2:13][CH:12]([N:8]4[CH2:9][CH2:10][CH2:11][C@@H:6]([C:4]([OH:5])=[O:3])[CH2:7]4)[CH2:17][CH2:16]2)=[O:19])=[CH:22][CH:23]=[CH:24][CH:25]=3)[CH:29]=[CH:30][CH:31]=1, predict the reactants needed to synthesize it. The reactants are: C([O:3][C:4]([C@@H:6]1[CH2:11][CH2:10][CH2:9][N:8]([CH:12]2[CH2:17][CH2:16][N:15]([C:18]([C:20]3[C:21]4[C:26]([CH:27]=[C:28]5[C:33]=3[CH:32]=[CH:31][CH:30]=[CH:29]5)=[CH:25][CH:24]=[CH:23][CH:22]=4)=[O:19])[CH2:14][CH2:13]2)[CH2:7]1)=[O:5])C.Cl. (2) Given the product [C:35]([O:38][C@@H:39]1[C@H:43]([O:44][C:45](=[O:47])[CH3:46])[C@@H:42]([C:48]2[O:52][N:51]=[C:50]([CH2:53][CH3:54])[N:49]=2)[O:41][C@H:40]1[N:15]1[CH:14]=[N:13][C:12]2[C:16]1=[N:17][C:18]([CH2:20][NH:21][S:22]([CH2:25][CH:26]([CH3:28])[CH3:27])(=[O:23])=[O:24])=[N:19][C:11]=2[NH:10][CH2:9][CH:8]([C:2]1[CH:3]=[CH:4][CH:5]=[CH:6][CH:7]=1)[C:29]1[CH:30]=[CH:31][CH:32]=[CH:33][CH:34]=1)(=[O:37])[CH3:36], predict the reactants needed to synthesize it. The reactants are: Cl.[C:2]1([CH:8]([C:29]2[CH:34]=[CH:33][CH:32]=[CH:31][CH:30]=2)[CH2:9][NH:10][C:11]2[N:19]=[C:18]([CH2:20][NH:21][S:22]([CH2:25][CH:26]([CH3:28])[CH3:27])(=[O:24])=[O:23])[N:17]=[C:16]3[C:12]=2[N:13]=[CH:14][NH:15]3)[CH:7]=[CH:6][CH:5]=[CH:4][CH:3]=1.[C:35]([O:38][C@@H:39]1[C@H:43]([O:44][C:45](=[O:47])[CH3:46])[C@@H:42]([C:48]2[O:52][N:51]=[C:50]([CH2:53][CH3:54])[N:49]=2)[O:41][C@@H:40]1OC(=O)C)(=[O:37])[CH3:36].C(O[C@@H]1[C@H](OC(=O)C)[C@@H](C2ON=C(CC)N=2)O[C@H]1OC(=O)C)(=O)C. (3) Given the product [O:7]([CH2:14][CH2:15][CH2:16][CH2:17][O:18][C:19]1[CH:24]=[CH:23][C:22]([CH2:25][CH2:26][CH2:27][OH:28])=[CH:21][CH:20]=1)[C:8]1[CH:9]=[CH:10][CH:11]=[CH:12][CH:13]=1, predict the reactants needed to synthesize it. The reactants are: [H-].[Al+3].[Li+].[H-].[H-].[H-].[O:7]([CH2:14][CH2:15][CH2:16][CH2:17][O:18][C:19]1[CH:24]=[CH:23][C:22]([CH2:25][CH2:26][C:27](OC)=[O:28])=[CH:21][CH:20]=1)[C:8]1[CH:13]=[CH:12][CH:11]=[CH:10][CH:9]=1.CO.Cl. (4) Given the product [C:18]([NH:9][CH:10]([CH2:16][SH:17])[C:11]([O:13][CH2:14][CH3:15])=[O:12])(=[O:22])[CH2:19][CH2:20][CH3:21], predict the reactants needed to synthesize it. The reactants are: C(N(CC)CC)C.Cl.[NH2:9][CH:10]([CH2:16][SH:17])[C:11]([O:13][CH2:14][CH3:15])=[O:12].[C:18](Cl)(=[O:22])[CH2:19][CH2:20][CH3:21]. (5) Given the product [NH2:34][C@H:35]([C:40](=[O:41])[OH:42])[CH2:36][CH2:37][S+:38]([CH3:39])[CH2:16][C@H:17]1[O:21][C@@H:20]([N:22]2[C:31]3[N:30]=[CH:29][N:28]=[C:26]([NH2:27])[C:25]=3[N:24]=[CH:23]2)[C@H:19]([OH:32])[C@@H:18]1[OH:33].[P:3]([O:15][CH2:16][C@H:17]1[O:21][C@@H:20]([N:22]2[C:31]3[N:30]=[CH:29][N:28]=[C:26]([NH2:27])[C:25]=3[N:24]=[CH:23]2)[C@H:19]([OH:32])[C@@H:18]1[OH:33])([O:6][P:7]([O:10][P:11]([OH:13])([OH:14])=[O:12])([OH:9])=[O:8])(=[O:4])[OH:5].[NH2:34][CH:35]([C:40]([OH:42])=[O:41])[CH2:36][CH2:37][S:38][CH3:39], predict the reactants needed to synthesize it. The reactants are: [Na+].[Na+].[P:3]([O:15][CH2:16][C@H:17]1[O:21][C@@H:20]([N:22]2[C:31]3[N:30]=[CH:29][N:28]=[C:26]([NH2:27])[C:25]=3[N:24]=[CH:23]2)[C@H:19]([OH:32])[C@@H:18]1[OH:33])([O:6][P:7]([O:10][P:11]([OH:14])([OH:13])=[O:12])([O-:9])=[O:8])(=[O:5])[O-:4].[NH2:34][CH:35]([C:40]([OH:42])=[O:41])[CH2:36][CH2:37][S:38][CH3:39].C(O)C(N)(CO)CO.Cl.[Cl-].[K+]. (6) Given the product [CH3:7][C:5]([O:8][C:9]([NH:11][CH2:12][CH2:13][C@H:14]([NH:19][C:20]([C:22]1[CH:27]=[CH:26][C:25]([F:28])=[CH:24][C:23]=1[NH:29][C:30]([NH:32][C:33]1[C:38]([CH3:39])=[CH:37][C:36]([CH3:40])=[CH:35][C:34]=1[CH3:41])=[O:31])=[O:21])[C:15]([OH:17])=[O:16])=[O:10])([CH3:4])[CH3:6], predict the reactants needed to synthesize it. The reactants are: O.[OH-].[Li+].[CH3:4][C:5]([O:8][C:9]([NH:11][CH2:12][CH2:13][C@H:14]([NH:19][C:20]([C:22]1[CH:27]=[CH:26][C:25]([F:28])=[CH:24][C:23]=1[NH:29][C:30]([NH:32][C:33]1[C:38]([CH3:39])=[CH:37][C:36]([CH3:40])=[CH:35][C:34]=1[CH3:41])=[O:31])=[O:21])[C:15]([O:17]C)=[O:16])=[O:10])([CH3:7])[CH3:6].O.Cl.